The task is: Predict the reactants needed to synthesize the given product.. This data is from Full USPTO retrosynthesis dataset with 1.9M reactions from patents (1976-2016). (1) Given the product [OH:19][C@H:18]1[CH2:17][N:16]([C:20]([C:21]2[CH:26]=[CH:25][CH:24]=[CH:23][CH:22]=2)=[O:27])[C@@H:13]2[CH2:14][CH2:15][NH:11][C@H:12]12, predict the reactants needed to synthesize it. The reactants are: C(OC([N:11]1[CH2:15][CH2:14][C@H:13]2[N:16]([C:20](=[O:27])[C:21]3[CH:26]=[CH:25][CH:24]=[CH:23][CH:22]=3)[CH2:17][C@H:18]([OH:19])[C@@H:12]12)=O)C1C=CC=CC=1.[H][H]. (2) Given the product [OH:30][CH2:29][CH:28]1[CH2:26][C@@:11]1([C:1]1[C:10]2[C:5](=[CH:6][CH:7]=[CH:8][CH:9]=2)[CH:4]=[CH:3][CH:2]=1)[C:12]#[N:13], predict the reactants needed to synthesize it. The reactants are: [C:1]1([CH2:11][C:12]#[N:13])[C:10]2[C:5](=[CH:6][CH:7]=[CH:8][CH:9]=2)[CH:4]=[CH:3][CH:2]=1.C[Si]([NH-])(C)C.C[Si]([NH-])(C)C.[Na+].[Na+].[CH2:26]([CH:28]1[O:30][CH2:29]1)Cl.C(OCC)(=O)C.CCCCCC. (3) Given the product [CH3:15][O:16][C:17]1[CH:18]=[C:19]([N:23]2[CH2:28][CH2:27][N:26]([CH2:2][CH2:3][CH2:4][N:5]3[C:9](=[O:10])[CH:8]4[CH2:11][CH2:12][CH2:13][N:7]4[C:6]3=[O:14])[C@@H:25]([CH3:29])[CH2:24]2)[CH:20]=[CH:21][CH:22]=1, predict the reactants needed to synthesize it. The reactants are: Br[CH2:2][CH2:3][CH2:4][N:5]1[C:9](=[O:10])[CH:8]2[CH2:11][CH2:12][CH2:13][N:7]2[C:6]1=[O:14].[CH3:15][O:16][C:17]1[CH:18]=[C:19]([N:23]2[CH2:28][CH2:27][NH:26][C@@H:25]([CH3:29])[CH2:24]2)[CH:20]=[CH:21][CH:22]=1. (4) Given the product [ClH:35].[CH3:24][O:25][C:26]1[CH:27]=[C:28]([S:32]([N:13]2[C:14]([C:16]3[CH:17]=[CH:18][CH:19]=[CH:20][CH:21]=3)=[CH:15][C:11]([CH2:10][NH:2][CH3:3])=[CH:12]2)(=[O:34])=[O:33])[CH:29]=[CH:30][CH:31]=1, predict the reactants needed to synthesize it. The reactants are: C[N:2]([CH2:10][C:11]1[CH:15]=[C:14]([C:16]2[CH:21]=[CH:20][CH:19]=[CH:18][CH:17]=2)[NH:13][CH:12]=1)[C:3](=O)OC(C)(C)C.[H-].[Na+].[CH3:24][O:25][C:26]1[CH:27]=[C:28]([S:32]([Cl:35])(=[O:34])=[O:33])[CH:29]=[CH:30][CH:31]=1. (5) Given the product [C:1]([O:5][C:6](=[O:35])[NH:7][C:8]1([C:12]2[CH:17]=[CH:16][C:15]([C:18]3[C:19]([C:29]4[CH:34]=[CH:33][CH:32]=[CH:31][CH:30]=4)=[CH:20][C:21]4[NH:26][C:25](=[N:36][NH2:37])[CH2:24][O:23][C:22]=4[N:28]=3)=[CH:14][CH:13]=2)[CH2:11][CH2:10][CH2:9]1)([CH3:4])([CH3:3])[CH3:2], predict the reactants needed to synthesize it. The reactants are: [C:1]([O:5][C:6](=[O:35])[NH:7][C:8]1([C:12]2[CH:17]=[CH:16][C:15]([C:18]3[C:19]([C:29]4[CH:34]=[CH:33][CH:32]=[CH:31][CH:30]=4)=[CH:20][C:21]4[NH:26][C:25](=S)[CH2:24][O:23][C:22]=4[N:28]=3)=[CH:14][CH:13]=2)[CH2:11][CH2:10][CH2:9]1)([CH3:4])([CH3:3])[CH3:2].[NH2:36][NH2:37].O. (6) Given the product [C:22]1([CH:26]=[CH:2][C:3]([C:5]2[CH:10]=[CH:9][CH:8]=[CH:7][CH:6]=2)=[O:4])[CH:13]=[CH:12][CH:11]=[CH:24][CH:23]=1, predict the reactants needed to synthesize it. The reactants are: O[CH2:2][C:3]([C:5]1[CH:10]=[CH:9][CH:8]=[CH:7][CH:6]=1)=[O:4].[CH3:11][C:12]1ON=C(C=O)[CH:13]=1.O(C)[Na].[CH2:22]1[CH2:26]O[CH2:24][CH2:23]1. (7) Given the product [CH2:3]([CH:2]([NH:1][C:8]1[N:13]2[N:14]=[C:15]([CH3:26])[C:16]([C:17]3[C:22]([CH3:23])=[CH:21][C:20]([CH3:24])=[CH:19][C:18]=3[CH3:25])=[C:12]2[N:11]=[C:10]([CH3:27])[C:9]=1[CH2:28][C:29]([O:31][CH2:32][CH3:33])=[O:30])[CH2:5][CH3:6])[CH3:4], predict the reactants needed to synthesize it. The reactants are: [NH2:1][CH:2]([CH2:5][CH3:6])[CH2:3][CH3:4].Cl[C:8]1[N:13]2[N:14]=[C:15]([CH3:26])[C:16]([C:17]3[C:22]([CH3:23])=[CH:21][C:20]([CH3:24])=[CH:19][C:18]=3[CH3:25])=[C:12]2[N:11]=[C:10]([CH3:27])[C:9]=1[CH2:28][C:29]([O:31][CH2:32][CH3:33])=[O:30].O. (8) Given the product [CH2:42]([O:44][C:45]([CH:7]1[CH2:6][CH2:11][CH2:10][N:9]([C:12]2[CH:13]=[CH:14][C:15]([C:18]([N:20]3[C:29]4[C:24](=[CH:25][CH:26]=[CH:27][CH:28]=4)[C@H:23]([N:30]([C:38](=[O:40])[CH3:39])[C:31]4[CH:36]=[CH:35][C:34]([Cl:37])=[CH:33][CH:32]=4)[CH2:22][C@@H:21]3[CH3:41])=[O:19])=[CH:16][CH:17]=2)[CH2:8]1)=[O:46])[CH3:43], predict the reactants needed to synthesize it. The reactants are: C(OC([CH:6]1[CH2:11][CH2:10][N:9]([C:12]2[CH:17]=[CH:16][C:15]([C:18]([N:20]3[C:29]4[C:24](=[CH:25][CH:26]=[CH:27][CH:28]=4)[C@H:23]([N:30]([C:38](=[O:40])[CH3:39])[C:31]4[CH:36]=[CH:35][C:34]([Cl:37])=[CH:33][CH:32]=4)[CH2:22][C@@H:21]3[CH3:41])=[O:19])=[CH:14][CH:13]=2)[CH2:8][CH2:7]1)=O)C.[CH2:42]([O:44][C:45](C1CCNCC1)=[O:46])[CH3:43]. (9) Given the product [C:1]([N:5]1[C:9](=[O:10])[C:8]([NH:20][CH2:21][CH2:22][C:23]([O:25][C:26]2[CH:31]=[CH:30][C:29]([O:32][C:33]([F:34])([F:35])[F:36])=[CH:28][CH:27]=2)=[O:24])=[C:7]([C:12]2[CH:17]=[CH:16][CH:15]=[CH:14][CH:13]=2)[S:6]1(=[O:19])=[O:18])([CH3:4])([CH3:3])[CH3:2], predict the reactants needed to synthesize it. The reactants are: [C:1]([N:5]1[C:9](=[O:10])[C:8](Cl)=[C:7]([C:12]2[CH:17]=[CH:16][CH:15]=[CH:14][CH:13]=2)[S:6]1(=[O:19])=[O:18])([CH3:4])([CH3:3])[CH3:2].[NH2:20][CH2:21][CH2:22][C:23]([O:25][C:26]1[CH:31]=[CH:30][C:29]([O:32][C:33]([F:36])([F:35])[F:34])=[CH:28][CH:27]=1)=[O:24]. (10) Given the product [OH:36][C@:24]1([C:22]2[S:23][C:19]([C:12]3[CH:13]=[C:14]([N+:16]([O-:18])=[O:17])[CH:15]=[C:10]([CH2:9][OH:8])[CH:11]=3)=[CH:20][N:21]=2)[CH2:29][CH2:28][C@H:27]([C:30]([O:32][CH3:33])=[O:31])[C:26]([CH3:35])([CH3:34])[CH2:25]1, predict the reactants needed to synthesize it. The reactants are: [Si]([O:8][CH2:9][C:10]1[CH:11]=[C:12]([C:19]2[S:23][C:22]([C@@:24]3([OH:36])[CH2:29][CH2:28][C@H:27]([C:30]([O:32][CH3:33])=[O:31])[C:26]([CH3:35])([CH3:34])[CH2:25]3)=[N:21][CH:20]=2)[CH:13]=[C:14]([N+:16]([O-:18])=[O:17])[CH:15]=1)(C(C)(C)C)(C)C.F.F.F.C(N(CC)CC)C.